Dataset: Reaction yield outcomes from USPTO patents with 853,638 reactions. Task: Predict the reaction yield, written as a fraction of the theoretical maximum amount of product (1.0 means a 100% yield; for example, 0.34 means a 34% yield). The reactants are [CH2:1]([N:3]1[C:7]([C:8]([OH:10])=O)=[CH:6][CH:5]=[N:4]1)[CH3:2].O1CCCC1.C(Cl)(=O)C(Cl)=O.[NH2:22][C:23]1[CH:24]=[C:25]([CH:42]=[CH:43][C:44]=1[F:45])[O:26][C:27]1[CH:28]=[CH:29][C:30]2[N:31]([CH:33]=[C:34]([NH:36][C:37]([CH:39]3[CH2:41][CH2:40]3)=[O:38])[N:35]=2)[N:32]=1. The catalyst is CN(C)C=O.CN1CCCC1=O. The product is [CH:39]1([C:37]([NH:36][C:34]2[N:35]=[C:30]3[CH:29]=[CH:28][C:27]([O:26][C:25]4[CH:42]=[CH:43][C:44]([F:45])=[C:23]([NH:22][C:8]([C:7]5[N:3]([CH2:1][CH3:2])[N:4]=[CH:5][CH:6]=5)=[O:10])[CH:24]=4)=[N:32][N:31]3[CH:33]=2)=[O:38])[CH2:40][CH2:41]1. The yield is 0.530.